Dataset: Full USPTO retrosynthesis dataset with 1.9M reactions from patents (1976-2016). Task: Predict the reactants needed to synthesize the given product. (1) The reactants are: C(O[C:6]([N:8]1[CH2:13][CH2:12][N:11]([C:14]2[N:19]=[CH:18][CH:17]=[CH:16][N:15]=2)[C:10](=[O:20])[CH2:9]1)=O)(C)(C)C.[C:21]([N:28]1[CH2:31]C(=O)[CH2:29]1)([O:23][C:24]([CH3:27])([CH3:26])[CH3:25])=[O:22].[BH-](OC(C)=O)(OC(C)=O)OC(C)=O.[Na+]. Given the product [C:24]([O:23][C:21]([N:28]1[CH2:31][CH:6]([N:8]2[CH2:13][CH2:12][N:11]([C:14]3[N:15]=[CH:16][CH:17]=[CH:18][N:19]=3)[C:10](=[O:20])[CH2:9]2)[CH2:29]1)=[O:22])([CH3:27])([CH3:26])[CH3:25], predict the reactants needed to synthesize it. (2) Given the product [C:9]([C:5]1[CH:4]=[C:3]([OH:2])[CH:8]=[CH:7][CH:6]=1)([CH2:12][CH3:13])([CH3:10])[CH3:11], predict the reactants needed to synthesize it. The reactants are: C[O:2][C:3]1[CH:8]=[CH:7][CH:6]=[C:5]([C:9]([CH2:12][CH3:13])([CH3:11])[CH3:10])[CH:4]=1.B(Br)(Br)Br. (3) Given the product [C:1]1([S:7]([C:10]2([O:13][C:14]3[N:19]=[C:18]([Cl:20])[C:17]([NH2:21])=[CH:16][CH:15]=3)[CH2:11][CH2:12]2)(=[O:9])=[O:8])[CH:2]=[CH:3][CH:4]=[CH:5][CH:6]=1, predict the reactants needed to synthesize it. The reactants are: [C:1]1([S:7]([C:10]2([O:13][C:14]3[N:19]=[C:18]([Cl:20])[C:17]([N+:21]([O-])=O)=[CH:16][CH:15]=3)[CH2:12][CH2:11]2)(=[O:9])=[O:8])[CH:6]=[CH:5][CH:4]=[CH:3][CH:2]=1.N#N. (4) Given the product [ClH:29].[CH:1]1([C:5]2[C:15]3[O:14][CH2:13][CH2:12][NH:11][CH2:10][C:9]=3[CH:8]=[CH:7][CH:6]=2)[CH2:2][CH2:3][CH2:4]1, predict the reactants needed to synthesize it. The reactants are: [CH:1]1([C:5]2[C:15]3[O:14][CH2:13][CH2:12][N:11](C(OC(C)(C)C)=O)[CH2:10][C:9]=3[CH:8]=[CH:7][CH:6]=2)[CH2:4][CH2:3][CH2:2]1.C(OCC)(=O)C.[ClH:29]. (5) Given the product [CH2:1]([C@@H:8]([C:9]([NH:33][C:30]1[S:31][CH:32]=[C:28]([C:22]2[CH:23]=[CH:24][C:25]([Cl:27])=[CH:26][C:21]=2[Cl:20])[N:29]=1)=[O:11])[CH2:12][C:13]([OH:15])=[O:14])[C:2]1[CH:3]=[CH:4][CH:5]=[CH:6][CH:7]=1, predict the reactants needed to synthesize it. The reactants are: [CH2:1]([C@H:8]([CH2:12][C:13]([O:15]C(C)(C)C)=[O:14])[C:9]([OH:11])=O)[C:2]1[CH:7]=[CH:6][CH:5]=[CH:4][CH:3]=1.[Cl:20][C:21]1[CH:26]=[C:25]([Cl:27])[CH:24]=[CH:23][C:22]=1[C:28]1[N:29]=[C:30]([NH2:33])[S:31][CH:32]=1. (6) Given the product [OH:34][CH:33]([C:26]1[C:27]([CH3:32])=[CH:28][C:29]([CH3:31])=[CH:30][C:25]=1[CH3:36])[CH2:35][N:13]1[C:14]2[C:19](=[CH:18][C:17]([O:20][CH2:21][C:22]#[CH:23])=[CH:16][CH:15]=2)[C:10]([C:7]2[CH:6]=[CH:5][C:4]([CH:1]([CH3:3])[CH3:2])=[CH:9][CH:8]=2)=[N:11][C:12]1=[O:24], predict the reactants needed to synthesize it. The reactants are: [CH:1]([C:4]1[CH:9]=[CH:8][C:7]([C:10]2[C:19]3[C:14](=[CH:15][CH:16]=[C:17]([O:20][CH2:21][C:22]#[CH:23])[CH:18]=3)[NH:13][C:12](=[O:24])[N:11]=2)=[CH:6][CH:5]=1)([CH3:3])[CH3:2].[C:25]1([CH3:36])[CH:30]=[C:29]([CH3:31])[CH:28]=[C:27]([CH3:32])[C:26]=1[CH:33]1[CH2:35][O:34]1.C(=O)([O-])[O-].[K+].[K+]. (7) Given the product [C:1]([C:3]1[CH:4]=[CH:5][C:6]([N:9]2[CH2:14][CH2:13][CH:12]([C:15]([NH:17][N:18]=[CH:22][C:21]3[CH:24]=[CH:25][C:26]([OH:28])=[CH:27][C:20]=3[OH:19])=[O:16])[CH2:11][CH2:10]2)=[CH:7][CH:8]=1)#[N:2], predict the reactants needed to synthesize it. The reactants are: [C:1]([C:3]1[CH:8]=[CH:7][C:6]([N:9]2[CH2:14][CH2:13][CH:12]([C:15]([NH:17][NH2:18])=[O:16])[CH2:11][CH2:10]2)=[CH:5][CH:4]=1)#[N:2].[OH:19][C:20]1[CH:27]=[C:26]([OH:28])[CH:25]=[CH:24][C:21]=1[CH:22]=O. (8) Given the product [F:1][C:2]1[CH:3]=[CH:4][C:5]2[N:9]([C:48]([NH:47][CH2:46][CH:43]3[CH2:42][CH2:41][N:40]([CH2:39][C:33]4([OH:32])[CH2:34][CH2:35][O:36][CH2:37][CH2:38]4)[CH2:45][CH2:44]3)=[O:50])[C:8](=[O:10])[N:7]([CH:11]([CH3:12])[CH3:13])[C:6]=2[CH:14]=1, predict the reactants needed to synthesize it. The reactants are: [F:1][C:2]1[CH:3]=[CH:4][C:5]2[NH:9][C:8](=[O:10])[N:7]([CH:11]([CH3:13])[CH3:12])[C:6]=2[CH:14]=1.C(N(CC)CC)C.S([O:32][C:33]1([CH2:39][N:40]2[CH2:45][CH2:44][CH:43]([CH2:46][NH2:47])[CH2:42][CH2:41]2)[CH2:38][CH2:37][O:36][CH2:35][CH2:34]1)(C1C=CC(C)=CC=1)(=O)=O.[C:48](OCC)(=[O:50])C. (9) Given the product [C:18]([OH:63])(=[O:19])[CH3:20].[NH2:35][CH2:34][C:33]1[CH:32]=[CH:31][C:30]([C:22]2[CH:21]=[C:20]([C:18]([NH:17][CH2:16][C@H:13]3[CH2:14][CH2:15][C@H:10]([CH2:9][NH:8][C:6](=[O:7])[O:5][C:1]([CH3:3])([CH3:2])[CH3:4])[CH2:11][CH2:12]3)=[O:19])[C:29]3[C:24](=[CH:25][CH:26]=[CH:27][CH:28]=3)[N:23]=2)=[CH:54][CH:53]=1, predict the reactants needed to synthesize it. The reactants are: [C:1]([O:5][C:6]([NH:8][CH2:9][C@H:10]1[CH2:15][CH2:14][C@H:13]([CH2:16][NH:17][C:18]([C:20]2[C:29]3[C:24](=[CH:25][CH:26]=[CH:27][CH:28]=3)[N:23]=[C:22]([C:30]3[CH:54]=[CH:53][C:33]([CH2:34][NH:35]C(=O)OCC4C5C=CC=CC=5C5C4=CC=CC=5)=[CH:32][CH:31]=3)[CH:21]=2)=[O:19])[CH2:12][CH2:11]1)=[O:7])([CH3:4])([CH3:3])[CH3:2].N1CCCCC1.CS(C)=[O:63]. (10) Given the product [Cl:20][C:17]1[C:16]([S:21]([N:24]([O:26][CH3:27])[CH3:25])(=[O:22])=[O:23])=[C:15]([OH:28])[C:14]([NH:13][C:4]2[C:5](=[O:12])[C:6](=[O:11])[C:7]=2[O:8][CH2:9][CH3:10])=[CH:19][CH:18]=1, predict the reactants needed to synthesize it. The reactants are: C(O[C:4]1[C:5](=[O:12])[C:6](=[O:11])[C:7]=1[O:8][CH2:9][CH3:10])C.[NH2:13][C:14]1[C:15]([OH:28])=[C:16]([S:21]([N:24]([O:26][CH3:27])[CH3:25])(=[O:23])=[O:22])[C:17]([Cl:20])=[CH:18][CH:19]=1.